Dataset: Full USPTO retrosynthesis dataset with 1.9M reactions from patents (1976-2016). Task: Predict the reactants needed to synthesize the given product. (1) Given the product [F:2][C:3]1[CH:8]=[CH:7][C:6]([CH:9]2[CH2:10][CH2:11][NH:12][CH2:13][CH2:14]2)=[CH:5][CH:4]=1, predict the reactants needed to synthesize it. The reactants are: Cl.[F:2][C:3]1[CH:8]=[CH:7][C:6]([CH:9]2[CH2:14][CH2:13][NH:12][CH2:11][CH2:10]2)=[CH:5][CH:4]=1.BrCCCC1C=CC=C2C(NC(=O)C=12)=O.C(=O)([O-])[O-].[K+].[K+]. (2) Given the product [C:1]([C:3]1[CH:8]=[CH:7][C:6]([CH:9]2[CH2:10][CH2:11][N:12]([C:15]([C:17]3[C:18]([CH2:30][CH3:31])=[CH:19][C:20]([CH:27]4[CH2:29][CH2:28]4)=[C:21]([CH:26]=3)[C:22]([NH:32][NH2:33])=[O:23])=[O:16])[CH2:13][CH2:14]2)=[CH:5][CH:4]=1)#[N:2], predict the reactants needed to synthesize it. The reactants are: [C:1]([C:3]1[CH:8]=[CH:7][C:6]([CH:9]2[CH2:14][CH2:13][N:12]([C:15]([C:17]3[C:18]([CH2:30][CH3:31])=[CH:19][C:20]([CH:27]4[CH2:29][CH2:28]4)=[C:21]([CH:26]=3)[C:22](OC)=[O:23])=[O:16])[CH2:11][CH2:10]2)=[CH:5][CH:4]=1)#[N:2].[NH2:32][NH2:33]. (3) Given the product [C:17]1([N:16]2[C:12]([NH:11][C:9](=[O:10])[NH2:8])=[CH:13][C:14]([C:23]([F:25])([F:26])[F:24])=[N:15]2)[CH:18]=[CH:19][CH:20]=[CH:21][CH:22]=1, predict the reactants needed to synthesize it. The reactants are: FC1C=CC([NH:8][C:9]([NH:11][C:12]2[N:16]([C:17]3[CH:22]=[CH:21][CH:20]=[CH:19][CH:18]=3)[N:15]=[C:14]([C:23]([F:26])([F:25])[F:24])[CH:13]=2)=[O:10])=CC=1O.C([O-])([O-])=O.[Cs+].[Cs+].ClC1C2C(=CC(OC)=C(OC)C=2)N=CN=1. (4) Given the product [CH2:1]([N:8]1[C:16]2[C:11](=[CH:12][CH:13]=[CH:14][CH:15]=2)[C:10]([O:17][C:18]2[CH:26]=[CH:25][CH:24]=[CH:23][C:19]=2[C:20]([N:35]2[CH2:36][CH2:37][N:32]([CH2:31][CH2:30][CH2:29][N:28]([CH3:27])[CH3:38])[CH2:33][CH2:34]2)=[O:21])=[N:9]1)[C:2]1[CH:3]=[CH:4][CH:5]=[CH:6][CH:7]=1, predict the reactants needed to synthesize it. The reactants are: [CH2:1]([N:8]1[C:16]2[C:11](=[CH:12][CH:13]=[CH:14][CH:15]=2)[C:10]([O:17][C:18]2[CH:26]=[CH:25][CH:24]=[CH:23][C:19]=2[C:20](O)=[O:21])=[N:9]1)[C:2]1[CH:7]=[CH:6][CH:5]=[CH:4][CH:3]=1.[CH3:27][N:28]([CH3:38])[CH2:29][CH2:30][CH2:31][N:32]1[CH2:37][CH2:36][NH:35][CH2:34][CH2:33]1.